Dataset: Reaction yield outcomes from USPTO patents with 853,638 reactions. Task: Predict the reaction yield, written as a fraction of the theoretical maximum amount of product (1.0 means a 100% yield; for example, 0.34 means a 34% yield). (1) The reactants are [C:1]([NH:5][C:6]([NH:8][C:9]1[C:10]([CH3:30])=[C:11]([CH:28]=[O:29])[C:12]2[O:16][CH2:15][C@H:14]([C:17]3[CH:22]=[CH:21][C:20]([CH:23]([CH3:25])[CH3:24])=[CH:19][CH:18]=3)[C:13]=2[C:26]=1[CH3:27])=[O:7])([CH3:4])([CH3:3])[CH3:2].C(OCC)(=O)C.CCCCCC. The catalyst is C(Cl)(Cl)Cl. The product is [C:1]([NH:5][C:6]([NH:8][C:9]1[C:10]([CH3:30])=[C:11]([CH2:28][OH:29])[C:12]2[O:16][CH2:15][C@H:14]([C:17]3[CH:18]=[CH:19][C:20]([CH:23]([CH3:25])[CH3:24])=[CH:21][CH:22]=3)[C:13]=2[C:26]=1[CH3:27])=[O:7])([CH3:3])([CH3:2])[CH3:4]. The yield is 0.970. (2) The reactants are [NH2:1][C:2](=O)[CH2:3][N:4]1[CH:9]([NH:10]S(C2C=CC(C)=CC=2)(=O)=O)[CH:8]=[CH:7][C:6]([O:21][C:22]2[CH:23]=[CH:24][C:25]([F:38])=[C:26]([NH:28][C:29]([C:31]3[N:35]([CH3:36])[N:34]=[C:33]([CH3:37])[CH:32]=3)=[O:30])[CH:27]=2)=[CH:5]1.FC(F)(F)C(OC(=O)C(F)(F)F)=O. The catalyst is ClCCl. The product is [NH2:1][C:2]1[N:10]=[C:9]2[CH:8]=[CH:7][C:6]([O:21][C:22]3[CH:23]=[CH:24][C:25]([F:38])=[C:26]([NH:28][C:29]([C:31]4[N:35]([CH3:36])[N:34]=[C:33]([CH3:37])[CH:32]=4)=[O:30])[CH:27]=3)=[CH:5][N:4]2[CH:3]=1. The yield is 0.180. (3) The reactants are O.C(=O)([O-])[O-].[Na+].[Na+].C(=O)(O)[O-].[Na+].[CH3:13][O:14][C:15]([N:17]1[CH:22]=[C:21]([O:23]C(=O)C)[CH:20]([CH3:27])[CH2:19][CH2:18]1)=[O:16]. The catalyst is CO. The product is [CH3:13][O:14][C:15]([N:17]1[CH2:18][CH2:19][CH:20]([CH3:27])[C:21](=[O:23])[CH2:22]1)=[O:16]. The yield is 0.320. (4) The reactants are Cl.[CH2:2]([N:9]1[CH2:14][CH2:13][C@@H:12]([CH3:15])[C@H:11]([NH:16]P(=O)(OCC)OCC)[CH2:10]1)[C:3]1[CH:8]=[CH:7][CH:6]=[CH:5][CH:4]=1.[CH3:25][C:26]([O:29][C:30](O[C:30]([O:29][C:26]([CH3:28])([CH3:27])[CH3:25])=[O:31])=[O:31])([CH3:28])[CH3:27].C(OCC)(=O)C. The catalyst is O1CCOCC1.C1COCC1.[OH-].[Na+]. The product is [CH2:2]([N:9]1[CH2:14][CH2:13][C@@H:12]([CH3:15])[C@H:11]([NH:16][C:30](=[O:31])[O:29][C:26]([CH3:28])([CH3:27])[CH3:25])[CH2:10]1)[C:3]1[CH:4]=[CH:5][CH:6]=[CH:7][CH:8]=1. The yield is 0.840. (5) The reactants are [O:1]1[C:5]2([CH2:10][CH2:9][C:8](=O)[CH2:7][CH2:6]2)[O:4][CH2:3][CH2:2]1.[NH:12]1[CH2:17][CH2:16][O:15][CH2:14][CH2:13]1.[BH-](OC(C)=O)(OC(C)=O)OC(C)=O.[Na+].C(O)(=O)C.C(Cl)[Cl:37]. No catalyst specified. The product is [ClH:37].[O:1]1[C:5]2([CH2:10][CH2:9][CH:8]([N:12]3[CH2:17][CH2:16][O:15][CH2:14][CH2:13]3)[CH2:7][CH2:6]2)[O:4][CH2:3][CH2:2]1. The yield is 0.800. (6) The reactants are [Cl:1][C:2]1[N:3]=[C:4](Cl)[C:5]2[CH2:10][N:9]([CH:11]([CH3:13])[CH3:12])[C:8](=[O:14])[C:6]=2[N:7]=1.[Cl:16][C:17]1[CH:22]=[CH:21][C:20]([CH2:23][C:24]([CH3:27])([NH2:26])[CH3:25])=[CH:19][CH:18]=1.C(N(C(C)C)CC)(C)C. The catalyst is C1COCC1.CN(C=O)C. The product is [Cl:1][C:2]1[N:3]=[C:4]([NH:26][C:24]([CH3:27])([CH3:25])[CH2:23][C:20]2[CH:21]=[CH:22][C:17]([Cl:16])=[CH:18][CH:19]=2)[C:5]2[CH2:10][N:9]([CH:11]([CH3:13])[CH3:12])[C:8](=[O:14])[C:6]=2[N:7]=1. The yield is 0.470.